Dataset: Full USPTO retrosynthesis dataset with 1.9M reactions from patents (1976-2016). Task: Predict the reactants needed to synthesize the given product. (1) Given the product [Cl:16][Si:4]([C:5]1[CH:10]=[CH:9][C:8]([O:11][CH3:12])=[CH:7][CH:6]=1)([CH:1]([CH3:3])[CH3:2])[CH:13]([CH3:15])[CH3:14], predict the reactants needed to synthesize it. The reactants are: [CH:1]([SiH:4]([CH:13]([CH3:15])[CH3:14])[C:5]1[CH:10]=[CH:9][C:8]([O:11][CH3:12])=[CH:7][CH:6]=1)([CH3:3])[CH3:2].[Cl:16]N1C(=O)N(Cl)C(=O)N(Cl)C1=O.Cl[SiH3]. (2) Given the product [C:1]([N:20]1[CH:24]=[C:23]([CH2:25][O:26][CH3:30])[CH:22]=[N:21]1)([C:8]1[CH:9]=[CH:10][CH:11]=[CH:12][CH:13]=1)([C:2]1[CH:7]=[CH:6][CH:5]=[CH:4][CH:3]=1)[C:14]1[CH:15]=[CH:16][CH:17]=[CH:18][CH:19]=1, predict the reactants needed to synthesize it. The reactants are: [C:1]([N:20]1[CH:24]=[C:23]([CH2:25][OH:26])[CH:22]=[N:21]1)([C:14]1[CH:19]=[CH:18][CH:17]=[CH:16][CH:15]=1)([C:8]1[CH:13]=[CH:12][CH:11]=[CH:10][CH:9]=1)[C:2]1[CH:7]=[CH:6][CH:5]=[CH:4][CH:3]=1.[H-].[Na+].I[CH3:30]. (3) Given the product [Cl:39][C:40]1[CH:47]=[CH:46][C:43]([CH:44]([OH:45])[C:11]2[C:6]3[C:5](=[O:19])[N:4]([CH2:20][CH2:21][CH2:22][O:23][CH:24]4[CH2:29][CH2:28][CH2:27][CH2:26][O:25]4)[C:3](=[O:30])[N:2]([CH3:1])[C:7]=3[N:8]=[CH:9][C:10]=2[O:12][C:13]2[CH:14]=[N:15][CH:16]=[CH:17][CH:18]=2)=[CH:42][CH:41]=1, predict the reactants needed to synthesize it. The reactants are: [CH3:1][N:2]1[C:7]2[N:8]=[CH:9][C:10]([O:12][C:13]3[CH:14]=[N:15][CH:16]=[CH:17][CH:18]=3)=[CH:11][C:6]=2[C:5](=[O:19])[N:4]([CH2:20][CH2:21][CH2:22][O:23][CH:24]2[CH2:29][CH2:28][CH2:27][CH2:26][O:25]2)[C:3]1=[O:30].[Li+].CC([N-]C(C)C)C.[Cl:39][C:40]1[CH:47]=[CH:46][C:43]([CH:44]=[O:45])=[CH:42][CH:41]=1. (4) Given the product [NH2:3][CH2:12][CH2:13][N:14]1[C:18]([CH3:19])=[C:17]([C:20]([NH:22][C:23]2[CH:28]=[CH:27][C:26]([O:29][C:30]3[C:39]4[C:34](=[CH:35][C:36]([O:40][CH3:41])=[CH:37][CH:38]=4)[N:33]=[CH:32][CH:31]=3)=[C:25]([F:42])[CH:24]=2)=[O:21])[C:16](=[O:43])[N:15]1[C:44]1[CH:45]=[CH:46][CH:47]=[CH:48][CH:49]=1, predict the reactants needed to synthesize it. The reactants are: O=C1C2C(=CC=CC=2)C(=O)[N:3]1[CH2:12][CH2:13][N:14]1[C:18]([CH3:19])=[C:17]([C:20]([NH:22][C:23]2[CH:28]=[CH:27][C:26]([O:29][C:30]3[C:39]4[C:34](=[CH:35][C:36]([O:40][CH3:41])=[CH:37][CH:38]=4)[N:33]=[CH:32][CH:31]=3)=[C:25]([F:42])[CH:24]=2)=[O:21])[C:16](=[O:43])[N:15]1[C:44]1[CH:49]=[CH:48][CH:47]=[CH:46][CH:45]=1.O.CCO.NN.C([O-])(O)=O.[Na+].